Predict the reactants needed to synthesize the given product. From a dataset of Full USPTO retrosynthesis dataset with 1.9M reactions from patents (1976-2016). (1) Given the product [CH3:19][O:20][C:21](=[O:37])[CH2:22][CH2:23][CH2:24][CH2:25][CH2:26][CH2:27][N:28]1[CH:29](/[CH:35]=[CH:5]/[C:4](=[O:3])[CH2:12][C:13]2[CH:14]=[CH:15][CH:16]=[CH:17][CH:18]=2)[CH2:30][CH2:31][CH2:32][C:33]1=[O:34], predict the reactants needed to synthesize it. The reactants are: [H-].[Na+].[O:3]=[C:4]([CH2:12][C:13]1[CH:18]=[CH:17][CH:16]=[CH:15][CH:14]=1)[CH2:5]P(=O)(OC)OC.[CH3:19][O:20][C:21](=[O:37])[CH2:22][CH2:23][CH2:24][CH2:25][CH2:26][CH2:27][N:28]1[C:33](=[O:34])[CH2:32][CH2:31][CH2:30][CH:29]1[CH:35]=O. (2) Given the product [Cl:1][C:2]1[C:3]([F:18])=[C:4](/[CH:27]=[CH:28]/[C:29]([O:31][CH2:32][CH3:33])=[O:30])[C:5]([O:14][CH2:15][CH3:16])=[C:6]([C:8]2([CH3:13])[O:12][CH2:11][CH2:10][O:9]2)[CH:7]=1, predict the reactants needed to synthesize it. The reactants are: [Cl:1][C:2]1[C:3]([F:18])=[C:4](I)[C:5]([O:14][CH2:15][CH3:16])=[C:6]([C:8]2([CH3:13])[O:12][CH2:11][CH2:10][O:9]2)[CH:7]=1.CC1(C)C(C)(C)OB(/[CH:27]=[CH:28]/[C:29]([O:31][CH2:32][CH3:33])=[O:30])O1.C(=O)([O-])[O-].[K+].[K+].ClCCl. (3) The reactants are: CN(C)S([N:6]1[CH:10]=[CH:9][N:8]=[C:7]1[CH:11]([C:13]1[CH:18]=[CH:17][C:16]([C:19]2[O:20][CH2:21]C(C)(C)N=2)=[CH:15][CH:14]=1)[OH:12])(=O)=O.[OH-:27].[K+]. Given the product [NH:6]1[CH:10]=[CH:9][N:8]=[C:7]1[C:11]([C:13]1[CH:18]=[CH:17][C:16]([C:19]([O:20][CH3:21])=[O:27])=[CH:15][CH:14]=1)=[O:12].[NH:6]1[CH:10]=[CH:9][N:8]=[C:7]1[CH:11]([OH:12])[C:13]1[CH:18]=[CH:17][C:16]([C:19]([O:20][CH3:21])=[O:27])=[CH:15][CH:14]=1, predict the reactants needed to synthesize it. (4) Given the product [C:31]1(=[O:37])[N:32]([CH2:33][CH2:34][CH2:35][N:2]2[CH2:7][CH2:6][CH:5]([C:8]3[C:16]4[C:11](=[CH:12][CH:13]=[CH:14][CH:15]=4)[N:10]([CH2:17][C:18]4[CH:19]=[CH:20][C:21]([C:24]([F:27])([F:25])[F:26])=[CH:22][CH:23]=4)[CH:9]=3)[CH2:4][CH2:3]2)[C:28](=[O:42])[C:29]2=[CH:41][CH:40]=[CH:39][CH:38]=[C:30]12, predict the reactants needed to synthesize it. The reactants are: Cl.[NH:2]1[CH2:7][CH2:6][CH:5]([C:8]2[C:16]3[C:11](=[CH:12][CH:13]=[CH:14][CH:15]=3)[N:10]([CH2:17][C:18]3[CH:23]=[CH:22][C:21]([C:24]([F:27])([F:26])[F:25])=[CH:20][CH:19]=3)[CH:9]=2)[CH2:4][CH2:3]1.[C:28]1(=[O:42])[N:32]([CH2:33][CH2:34][CH2:35]Br)[C:31](=[O:37])[C:30]2=[CH:38][CH:39]=[CH:40][CH:41]=[C:29]12.C(=O)([O-])O.[Na+].CN(C=O)C. (5) Given the product [OH:8][C@@H:9]1[C@@H:17]([CH2:18][CH2:19][CH:20]([CH3:21])[CH3:22])[C@H:16]([CH3:23])[O:15][C:14](=[O:24])[C@@H:13]([NH:25][C:26](=[O:32])[O:27][C:28]([CH3:30])([CH3:29])[CH3:31])[CH2:12][O:11][CH2:10]1, predict the reactants needed to synthesize it. The reactants are: C([O:8][C@@H:9]1[C@@H:17]([CH2:18][CH2:19][CH:20]([CH3:22])[CH3:21])[C@H:16]([CH3:23])[O:15][C:14](=[O:24])[C@@H:13]([NH:25][C:26](=[O:32])[O:27][C:28]([CH3:31])([CH3:30])[CH3:29])[CH2:12][O:11][CH2:10]1)C1C=CC=CC=1.[H][H]. (6) Given the product [Br:1][C:2]1[CH:3]=[C:4]2[C:5]([C:15]([OH:16])=[CH:10][CH:9]=[N:8]2)=[CH:6][CH:7]=1.[Br:1][C:2]1[CH:7]=[CH:6][CH:5]=[C:4]2[C:3]=1[C:15]([OH:16])=[CH:10][CH:9]=[N:8]2, predict the reactants needed to synthesize it. The reactants are: [Br:1][C:2]1[CH:3]=[C:4]([NH:8][CH:9]=[C:10]2[C:15](=[O:16])OC(C)(C)OC2=O)[CH:5]=[CH:6][CH:7]=1. (7) Given the product [CH3:1][O:2][C:3]([C:5]1[C:6]2[CH:7]=[C:8]([N+:16]([O-:18])=[O:17])[CH2:9][O:10][C:11]=2[C:12]([F:15])=[CH:13][CH:14]=1)=[O:4], predict the reactants needed to synthesize it. The reactants are: [CH3:1][O:2][C:3]([C:5]1[C:6]2[CH:7]=[CH:8][CH2:9][O:10][C:11]=2[C:12]([F:15])=[CH:13][CH:14]=1)=[O:4].[N:16]([O-:18])=[O:17].[Na+].II.S(S([O-])=O)([O-])(=O)=O.[Na+].[Na+].